From a dataset of Full USPTO retrosynthesis dataset with 1.9M reactions from patents (1976-2016). Predict the reactants needed to synthesize the given product. (1) Given the product [F:6][C:7]1[CH:14]=[CH:13][C:12]([F:15])=[CH:11][C:8]=1[CH:9]=[CH2:2], predict the reactants needed to synthesize it. The reactants are: [Li][CH2:2]CCC.[F:6][C:7]1[CH:14]=[CH:13][C:12]([F:15])=[CH:11][C:8]=1[CH:9]=O. (2) Given the product [CH3:48][O:47][C:44]1[CH:43]=[CH:42][C:41]([CH:40]([C:49]2[CH:50]=[CH:51][C:52]([O:55][CH3:56])=[CH:53][CH:54]=2)[O:39][CH:38]([C:57]2[CH:62]=[CH:61][CH:60]=[CH:59][CH:58]=2)[CH:33]2[N:32]([C:30](=[O:31])[CH2:29][CH2:28][CH2:27][CH2:26][CH2:25][NH:24][C:23]([O:22][CH2:21][CH:20]([O:19][CH2:1][CH2:2][CH2:3][CH2:4][CH2:5][CH2:6][CH2:7][CH2:8][CH2:9][CH2:10][CH2:11][CH2:12][CH2:13][CH2:14][CH2:15][CH2:16][CH2:17][CH3:18])[CH2:64][O:65][CH2:66][CH2:67][CH2:68][CH2:69][CH2:70][CH2:71][CH2:72][CH2:73][CH2:74][CH2:75][CH2:76][CH2:77][CH2:78][CH2:79][CH2:80][CH2:81][CH2:82][CH3:83])=[O:63])[CH2:36][CH:35]([O:37][C:84](=[O:90])[CH2:85][CH2:86][C:87]([OH:89])=[O:88])[CH2:34]2)=[CH:46][CH:45]=1, predict the reactants needed to synthesize it. The reactants are: [CH2:1]([O:19][CH:20]([CH2:64][O:65][CH2:66][CH2:67][CH2:68][CH2:69][CH2:70][CH2:71][CH2:72][CH2:73][CH2:74][CH2:75][CH2:76][CH2:77][CH2:78][CH2:79][CH2:80][CH2:81][CH2:82][CH3:83])[CH2:21][O:22][C:23](=[O:63])[NH:24][CH2:25][CH2:26][CH2:27][CH2:28][CH2:29][C:30]([N:32]1[CH2:36][CH:35]([OH:37])[CH2:34][CH:33]1[CH:38]([C:57]1[CH:62]=[CH:61][CH:60]=[CH:59][CH:58]=1)[O:39][CH:40]([C:49]1[CH:54]=[CH:53][C:52]([O:55][CH3:56])=[CH:51][CH:50]=1)[C:41]1[CH:46]=[CH:45][C:44]([O:47][CH3:48])=[CH:43][CH:42]=1)=[O:31])[CH2:2][CH2:3][CH2:4][CH2:5][CH2:6][CH2:7][CH2:8][CH2:9][CH2:10][CH2:11][CH2:12][CH2:13][CH2:14][CH2:15][CH2:16][CH2:17][CH3:18].[C:84]1(=[O:90])[O:89][C:87](=[O:88])[CH2:86][CH2:85]1.C(N(CC)CC)C. (3) The reactants are: Br[C:2]1[CH:7]=[C:6]([F:8])[C:5]([O:9][CH3:10])=[CH:4][C:3]=1[CH2:11][CH3:12].COC1C=CC=C(OC)C=1C1C=CC=CC=1P(C1CCCCC1)C1CCCCC1.[CH3:42][C:43]1([CH3:50])[C:47]([CH3:49])([CH3:48])[O:46][BH:45][O:44]1.C(N(CC)CC)C. Given the product [CH2:11]([C:3]1[CH:4]=[C:5]([O:9][CH3:10])[C:6]([F:8])=[CH:7][C:2]=1[B:45]1[O:46][C:47]([CH3:49])([CH3:48])[C:43]([CH3:50])([CH3:42])[O:44]1)[CH3:12], predict the reactants needed to synthesize it. (4) Given the product [OH:13][CH2:12][CH2:11][CH2:10][CH2:9][CH2:8][CH2:7][CH2:6][CH2:5][CH2:4][CH2:3][CH2:2][C:14]#[N:15], predict the reactants needed to synthesize it. The reactants are: Br[CH2:2][CH2:3][CH2:4][CH2:5][CH2:6][CH2:7][CH2:8][CH2:9][CH2:10][CH2:11][CH2:12][OH:13].[C-:14]#[N:15].[K+].[I-].[Na+]. (5) Given the product [F:1][C:2]1[CH:7]=[CH:6][C:5]([C@H:8]([N:10]2[CH2:11][CH2:12][N:13]([C:17]3[CH:18]=[CH:19][C:20]4[N:21]([C:23]([C:26]([F:27])([F:29])[F:28])=[N:24][N:25]=4)[N:22]=3)[CH2:14][CH2:15]2)[CH3:9])=[CH:4][CH:3]=1, predict the reactants needed to synthesize it. The reactants are: [F:1][C:2]1[CH:7]=[CH:6][C:5]([C@H:8]([N:10]2[CH2:15][CH2:14][NH:13][CH2:12][CH2:11]2)[CH3:9])=[CH:4][CH:3]=1.Cl[C:17]1[CH:18]=[CH:19][C:20]2[N:21]([C:23]([C:26]([F:29])([F:28])[F:27])=[N:24][N:25]=2)[N:22]=1. (6) Given the product [C:22]([NH:21][C:19]([C:18]1[C:17]([F:29])=[C:16]([CH:28]=[CH:27][CH:26]=1)[CH2:15][N:4]1[CH2:5][CH2:6][N:1]([C:7]([O:9][C:10]([CH3:13])([CH3:12])[CH3:11])=[O:8])[CH2:2][CH2:3]1)=[O:20])([CH3:25])([CH3:23])[CH3:24], predict the reactants needed to synthesize it. The reactants are: [N:1]1([C:7]([O:9][C:10]([CH3:13])([CH3:12])[CH3:11])=[O:8])[CH2:6][CH2:5][NH:4][CH2:3][CH2:2]1.Br[CH2:15][C:16]1[C:17]([F:29])=[C:18]([CH:26]=[CH:27][CH:28]=1)[C:19]([NH:21][C:22]([CH3:25])([CH3:24])[CH3:23])=[O:20].[I-].[Na+].C(N(CC)CC)C. (7) Given the product [F:1][C:2]([CH3:38])([CH3:37])[CH2:3][N:4]1[CH2:9][CH2:8][CH:7]([CH2:10][O:11][C:12]2[CH:13]=[CH:14][C:15]([C:18]3[C:19]([C:24]([N:26]4[CH2:31][CH2:30][CH2:29][CH:28]([C:32]([OH:34])=[O:33])[CH2:27]4)=[O:25])=[CH:20][CH:21]=[CH:22][CH:23]=3)=[CH:16][CH:17]=2)[CH2:6][CH2:5]1, predict the reactants needed to synthesize it. The reactants are: [F:1][C:2]([CH3:38])([CH3:37])[CH2:3][N:4]1[CH2:9][CH2:8][CH:7]([CH2:10][O:11][C:12]2[CH:17]=[CH:16][C:15]([C:18]3[C:19]([C:24]([N:26]4[CH2:31][CH2:30][CH2:29][CH:28]([C:32]([O:34]CC)=[O:33])[CH2:27]4)=[O:25])=[CH:20][CH:21]=[CH:22][CH:23]=3)=[CH:14][CH:13]=2)[CH2:6][CH2:5]1.CO.[Li+].[OH-].Cl.